Dataset: Catalyst prediction with 721,799 reactions and 888 catalyst types from USPTO. Task: Predict which catalyst facilitates the given reaction. Reactant: [Li+].[BH4-].C([O:5][C:6]([C:8]1[C:9]([C:19]2[CH2:24][CH2:23][N:22]([C:25]([O:27][C:28]([CH3:31])([CH3:30])[CH3:29])=[O:26])[CH2:21][CH:20]=2)=[N:10][N:11]([CH:13]2[CH2:18][CH2:17][CH2:16][CH2:15][O:14]2)[CH:12]=1)=O)C.CO. Product: [OH:5][CH2:6][C:8]1[C:9]([C:19]2[CH2:24][CH2:23][N:22]([C:25]([O:27][C:28]([CH3:31])([CH3:30])[CH3:29])=[O:26])[CH2:21][CH:20]=2)=[N:10][N:11]([CH:13]2[CH2:18][CH2:17][CH2:16][CH2:15][O:14]2)[CH:12]=1. The catalyst class is: 1.